From a dataset of Forward reaction prediction with 1.9M reactions from USPTO patents (1976-2016). Predict the product of the given reaction. (1) The product is: [Cl:1][C:2]1[CH:15]=[CH:14][C:13]2[S:12](=[O:33])[C:11]3[C:6](=[CH:7][CH:8]=[CH:9][CH:10]=3)[N:5]([CH2:16][CH2:17][O:18][C:19]3[CH:24]=[CH:23][C:22]([CH2:25][CH:26]([O:30][CH2:31][CH3:32])[C:27]([OH:29])=[O:28])=[CH:21][CH:20]=3)[C:4]=2[CH:3]=1. Given the reactants [Cl:1][C:2]1[CH:15]=[CH:14][C:13]2[S:12][C:11]3[C:6](=[CH:7][CH:8]=[CH:9][CH:10]=3)[N:5]([CH2:16][CH2:17][O:18][C:19]3[CH:24]=[CH:23][C:22]([CH2:25][CH:26]([O:30][CH2:31][CH3:32])[C:27]([OH:29])=[O:28])=[CH:21][CH:20]=3)[C:4]=2[CH:3]=1.[OH:33]O, predict the reaction product. (2) Given the reactants [OH-].[Na+].[Cl:3][C:4]1[CH:5]=[C:6]([SH:11])[CH:7]=[CH:8][C:9]=1[F:10].Cl[CH2:13][C:14](=[O:16])[CH3:15], predict the reaction product. The product is: [Cl:3][C:4]1[CH:5]=[C:6]([S:11][CH2:13][C:14](=[O:16])[CH3:15])[CH:7]=[CH:8][C:9]=1[F:10].